This data is from Cav3 T-type calcium channel HTS with 100,875 compounds. The task is: Binary Classification. Given a drug SMILES string, predict its activity (active/inactive) in a high-throughput screening assay against a specified biological target. (1) The compound is S(Cc1c(cccc1)C)CCNC(=O)CCSc1ccc(cc1)C. The result is 1 (active). (2) The molecule is O=C1/C(=C\NC(c2ccccc2)C)C=CC=C1O. The result is 0 (inactive). (3) The molecule is S(=O)(=O)(N1CC(CCC1)C(=O)NCc1cc2OCOc2cc1)c1c2nonc2ccc1. The result is 0 (inactive). (4) The result is 0 (inactive). The molecule is S=C(Nc1c(cccc1)C)Nc1cc([N+]([O-])=O)ccc1. (5) The drug is S=P1(OC(c2c(O1)cc1OCOc1c2)(C(F)(F)F)C(OC)=O)OCC. The result is 0 (inactive). (6) The compound is S(=O)(=O)(N1CCC(CC1)C(=O)Nc1c(N2CCCCC2)cccc1)c1ccc(cc1)C. The result is 0 (inactive). (7) The drug is O=C(NC12CC3CC(C2)CC(C1)C3)CC([O-])=O. The result is 0 (inactive). (8) The drug is S(CC(=O)NC1CCCC1)c1n(c(nn1)c1c(occ1)C)c1ccccc1. The result is 0 (inactive).